Predict the reaction yield, written as a fraction of the theoretical maximum amount of product (1.0 means a 100% yield; for example, 0.34 means a 34% yield). From a dataset of Reaction yield outcomes from USPTO patents with 853,638 reactions. The reactants are Br[C:2]1[CH:3]=[C:4]([C:9]2[N:14]=[CH:13][CH:12]=[CH:11][N:10]=2)[C:5]([F:8])=[N:6][CH:7]=1.C([O-])(=O)C.[K+].[CH3:20][C:21]1([CH3:37])[C:25]([CH3:27])([CH3:26])[O:24][B:23]([B:23]2[O:24][C:25]([CH3:27])([CH3:26])[C:21]([CH3:37])([CH3:20])[O:22]2)[O:22]1. The catalyst is O1CCOCC1. The product is [F:8][C:5]1[C:4]([C:9]2[N:14]=[CH:13][CH:12]=[CH:11][N:10]=2)=[CH:3][C:2]([B:23]2[O:24][C:25]([CH3:27])([CH3:26])[C:21]([CH3:37])([CH3:20])[O:22]2)=[CH:7][N:6]=1. The yield is 0.790.